Dataset: Reaction yield outcomes from USPTO patents with 853,638 reactions. Task: Predict the reaction yield, written as a fraction of the theoretical maximum amount of product (1.0 means a 100% yield; for example, 0.34 means a 34% yield). (1) The reactants are Cl[CH2:2][CH2:3][C@@H:4]([O:11][C:12]1[CH:17]=[CH:16][CH:15]=[CH:14][C:13]=1[I:18])[C:5]1[CH:10]=[CH:9][CH:8]=[CH:7][CH:6]=1.[CH3:19][NH2:20]. The catalyst is C(O)C. The product is [CH3:19][NH:20][CH2:2][CH2:3][C@@H:4]([O:11][C:12]1[CH:17]=[CH:16][CH:15]=[CH:14][C:13]=1[I:18])[C:5]1[CH:10]=[CH:9][CH:8]=[CH:7][CH:6]=1. The yield is 0.974. (2) The reactants are [F:1][C:2]1[CH:7]=[C:6]([N+:8]([O-:10])=[O:9])[C:5]([F:11])=[CH:4][C:3]=1[OH:12].C(=O)([O-])[O-].[K+].[K+].I[CH2:20][CH2:21][CH3:22]. The catalyst is C(#N)C. The product is [F:11][C:5]1[CH:4]=[C:3]([O:12][CH2:20][CH2:21][CH3:22])[C:2]([F:1])=[CH:7][C:6]=1[N+:8]([O-:10])=[O:9]. The yield is 0.470. (3) The catalyst is O.C(OCC)(=O)C. The reactants are F[C:2]1[C:7]([C:8]2[N:13]=[C:12]([CH3:14])[N:11]=[C:10](SC)[N:9]=2)=[CH:6][C:5]([CH2:17][N:18]2[CH2:23][CH2:22][N:21]([S:24]([CH3:27])(=[O:26])=[O:25])[CH2:20][CH2:19]2)=[CH:4][N:3]=1.[CH3:28][O:29][C:30]1[CH:31]=[C:32]([NH2:36])[CH:33]=[N:34][CH:35]=1.C[N:38](C=O)C.[Li+].C[Si]([N-][Si](C)(C)C)(C)C.C1COCC1.N.CC(O)C. The yield is 0.187. The product is [CH3:28][O:29][C:30]1[CH:31]=[C:32]([NH:36][C:2]2[C:7]([C:8]3[N:13]=[C:12]([CH3:14])[N:11]=[C:10]([NH2:38])[N:9]=3)=[CH:6][C:5]([CH2:17][N:18]3[CH2:23][CH2:22][N:21]([S:24]([CH3:27])(=[O:25])=[O:26])[CH2:20][CH2:19]3)=[CH:4][N:3]=2)[CH:33]=[N:34][CH:35]=1. (4) The catalyst is C(O)(=O)C. The reactants are [NH:1]1[C:6]2[CH:7]=[CH:8][S:9][C:5]=2[C:4](=[O:10])[NH:3][C:2]1=[O:11].[Br:12]Br.O. The product is [Br:12][C:7]1[C:6]2[NH:1][C:2](=[O:11])[NH:3][C:4](=[O:10])[C:5]=2[S:9][CH:8]=1. The yield is 0.880. (5) The reactants are [CH3:1][C:2]1([CH3:10])[O:9][C:7](=[O:8])[CH2:6][C:4](=[O:5])[O:3]1.[C:11](O[C:11](=[O:14])[CH2:12][CH3:13])(=[O:14])[CH2:12][CH3:13].C(N(CC)CC)C. The catalyst is ClCCl.CN(C1C=CN=CC=1)C. The product is [CH3:1][C:2]1([CH3:10])[O:9][C:7](=[O:8])[CH:6]([C:11](=[O:14])[CH2:12][CH3:13])[C:4](=[O:5])[O:3]1. The yield is 0.820. (6) The reactants are [S:1]1[CH:5]=[CH:4][CH:3]=[C:2]1[C:6](Cl)=[O:7].[Cl:9][C:10]1[CH:11]=[C:12]2[C:17](=[CH:18][CH:19]=1)[N:16]([CH3:20])[C:15](=[O:21])[C:14]([C:22]#[N:23])=[C:13]2[N:24]1[CH2:29][CH2:28][NH:27][CH2:26][CH2:25]1. The catalyst is N1C=CC=CC=1. The product is [Cl:9][C:10]1[CH:11]=[C:12]2[C:17](=[CH:18][CH:19]=1)[N:16]([CH3:20])[C:15](=[O:21])[C:14]([C:22]#[N:23])=[C:13]2[N:24]1[CH2:25][CH2:26][N:27]([C:6]([C:2]2[S:1][CH:5]=[CH:4][CH:3]=2)=[O:7])[CH2:28][CH2:29]1. The yield is 0.830. (7) The reactants are Br[C:2]1[CH:23]=[CH:22][C:5]([C:6]([NH:8][S:9]([C:12]2[CH:17]=[CH:16][CH:15]=[CH:14][C:13]=2[S:18](=[O:21])(=[O:20])[NH2:19])(=[O:11])=[O:10])=[O:7])=[CH:4][C:3]=1[O:24][CH2:25][CH:26]([CH3:28])[CH3:27].[CH3:29][CH:30]([CH3:33])[C:31]#[CH:32]. No catalyst specified. The product is [CH2:25]([O:24][C:3]1[CH:4]=[C:5]([CH:22]=[CH:23][C:2]=1[C:32]#[C:31][CH:30]([CH3:33])[CH3:29])[C:6]([NH:8][S:9]([C:12]1[CH:17]=[CH:16][CH:15]=[CH:14][C:13]=1[S:18](=[O:21])(=[O:20])[NH2:19])(=[O:11])=[O:10])=[O:7])[CH:26]([CH3:28])[CH3:27]. The yield is 0.150. (8) The reactants are C1CO[C:8]2[CH:7]=[CH:6][C:5]([NH:11][C:12]3[C:17]([F:18])=[CH:16][N:15]=[C:14]([NH:19][C:20]4[CH:25]=[CH:24][CH:23]=[C:22](O)[CH:21]=4)[N:13]=3)=[CH:4][C:3]=2[O:2]1.ClC1N=C(NC2C=CC=C(O)C=2)C(F)=CN=1.[S:43]1[C:47]2C=CC=CC=2[C:45](CN)=[CH:44]1. No catalyst specified. The product is [S:43]1[C:44]2[CH:45]=[CH:21][CH:22]=[CH:23][C:24]=2[C:25]([CH2:20][NH:19][C:14]2[N:13]=[C:12]([NH:11][C:5]3[CH:6]=[CH:7][CH:8]=[C:3]([OH:2])[CH:4]=3)[C:17]([F:18])=[CH:16][N:15]=2)=[CH:47]1. The yield is 0.530. (9) The reactants are [CH3:1][O:2][C:3]1[CH:8]=[CH:7][C:6](B(O)O)=[CH:5][CH:4]=1.C([O-])([O-])=O.[Na+].[Na+].I[C:19]1[CH:20]=[C:21]([CH3:28])[C:22]2[O:26][CH:25]=[CH:24][C:23]=2[CH:27]=1.COCCOC. The catalyst is C1C=CC([P]([Pd]([P](C2C=CC=CC=2)(C2C=CC=CC=2)C2C=CC=CC=2)([P](C2C=CC=CC=2)(C2C=CC=CC=2)C2C=CC=CC=2)[P](C2C=CC=CC=2)(C2C=CC=CC=2)C2C=CC=CC=2)(C2C=CC=CC=2)C2C=CC=CC=2)=CC=1.CCOCC.O. The product is [CH3:1][O:2][C:3]1[CH:8]=[CH:7][C:6]([C:19]2[CH:20]=[C:21]([CH3:28])[C:22]3[O:26][CH:25]=[CH:24][C:23]=3[CH:27]=2)=[CH:5][CH:4]=1. The yield is 0.990.